This data is from Catalyst prediction with 721,799 reactions and 888 catalyst types from USPTO. The task is: Predict which catalyst facilitates the given reaction. (1) Reactant: [NH2:1][C:2]1[C:7]([NH:8][C:9](=[O:14])[O:10][CH:11]([CH3:13])C)=[C:6]([NH2:15])[N:5]=[C:4]([C:16]2[C:24]3[C:19](=[N:20][CH:21]=[CH:22][CH:23]=3)[N:18]([CH2:25][C:26]3[CH:31]=[CH:30][CH:29]=[CH:28][C:27]=3[F:32])[N:17]=2)[N:3]=1.[CH3:33]N(C=O)C.[H-].[Na+].IC. Product: [NH2:1][C:2]1[C:7]([N:8]([CH3:33])[C:9](=[O:14])[O:10][CH2:11][CH3:13])=[C:6]([NH2:15])[N:5]=[C:4]([C:16]2[C:24]3[C:19](=[N:20][CH:21]=[CH:22][CH:23]=3)[N:18]([CH2:25][C:26]3[CH:31]=[CH:30][CH:29]=[CH:28][C:27]=3[F:32])[N:17]=2)[N:3]=1. The catalyst class is: 6. (2) Reactant: [NH2:1][C:2]1[CH:3]=[C:4]([CH:10]=[CH:11][CH:12]=1)[O:5][CH2:6][C:7]([OH:9])=[O:8].C1(C)C=CC=CC=1.O.C1(C)C=CC(S(O)(=O)=O)=CC=1.[CH:32]([NH:34][NH:35][CH:36]=O)=O. Product: [N:34]1[N:35]=[CH:36][N:1]([C:2]2[CH:3]=[C:4]([CH:10]=[CH:11][CH:12]=2)[O:5][CH2:6][C:7]([OH:9])=[O:8])[CH:32]=1. The catalyst class is: 3. (3) Reactant: Cl.[CH3:2][N:3]([CH:13]1[CH2:21][C@H:16]2[CH2:17][NH:18][CH2:19][CH2:20][C@H:15]2[CH2:14]1)[C:4]1[C:5]2[CH:12]=[CH:11][NH:10][C:6]=2[N:7]=[CH:8][N:9]=1.C1([O:28][C:29](=O)[NH:30][C:31]2[S:35][N:34]=[C:33]([O:36][CH3:37])[N:32]=2)C=CC=CC=1.C(N(CC)CC)C.O. Product: [CH3:37][O:36][C:33]1[N:32]=[C:31]([NH:30][C:29]([N:18]2[CH2:19][CH2:20][C@H:15]3[CH2:14][CH:13]([N:3]([CH3:2])[C:4]4[C:5]5[CH:12]=[CH:11][NH:10][C:6]=5[N:7]=[CH:8][N:9]=4)[CH2:21][C@H:16]3[CH2:17]2)=[O:28])[S:35][N:34]=1. The catalyst class is: 7. (4) Reactant: [C:1](#[N:5])[CH2:2][C:3]#[N:4].[F:6][C:7]1[CH:14]=[CH:13][CH:12]=[CH:11][C:8]=1[CH:9]=O.N1CCCCC1. Product: [F:6][C:7]1[CH:14]=[CH:13][CH:12]=[CH:11][C:8]=1[CH:9]=[C:2]([C:1]#[N:5])[C:3]#[N:4]. The catalyst class is: 480. (5) The catalyst class is: 29. Reactant: [C:1]([CH2:8][N:9]1[CH2:20][CH2:19][NH:18][CH2:17][CH2:16][N:15]([CH2:21][C:22]([O:24][C:25]([CH3:28])([CH3:27])[CH3:26])=[O:23])[CH2:14][CH2:13][N:12]([CH2:29][CH2:30][C:31]2[CH:36]=[CH:35][C:34]([N+:37]([O-])=O)=[CH:33][CH:32]=2)[CH2:11][CH2:10]1)([O:3][C:4]([CH3:7])([CH3:6])[CH3:5])=[O:2].CCOCC. Product: [C:1]([CH2:8][N:9]1[CH2:20][CH2:19][NH:18][CH2:17][CH2:16][N:15]([CH2:21][C:22]([O:24][C:25]([CH3:26])([CH3:27])[CH3:28])=[O:23])[CH2:14][CH2:13][N:12]([CH2:29][CH2:30][C:31]2[CH:32]=[CH:33][C:34]([NH2:37])=[CH:35][CH:36]=2)[CH2:11][CH2:10]1)([O:3][C:4]([CH3:5])([CH3:6])[CH3:7])=[O:2]. (6) Reactant: Cl.[NH2:2][CH2:3][C:4]1[CH:5]=[C:6]2[C:10](=[CH:11][CH:12]=1)[C:9](=[O:13])[N:8]([CH:14]1[CH2:19][CH2:18][C:17](=[O:20])[NH:16][C:15]1=[O:21])[C:7]2=[O:22].C(N(C(C)C)CC)(C)C.[O:32]1[C:36]2[CH:37]=[CH:38][CH:39]=[CH:40][C:35]=2[CH:34]=[C:33]1[CH:41]=O.C(O)(=O)C.C(O[BH-](OC(=O)C)OC(=O)C)(=O)C.[Na+]. Product: [O:32]1[C:36]2[CH:37]=[CH:38][CH:39]=[CH:40][C:35]=2[CH:34]=[C:33]1[CH2:41][NH:2][CH2:3][C:4]1[CH:5]=[C:6]2[C:10](=[CH:11][CH:12]=1)[C:9](=[O:13])[N:8]([CH:14]1[CH2:19][CH2:18][C:17](=[O:20])[NH:16][C:15]1=[O:21])[C:7]2=[O:22]. The catalyst class is: 34. (7) Reactant: [F:1][C:2]([F:7])([F:6])[C:3]([OH:5])=[O:4].[F:8][C:9]1[CH:14]=[CH:13][C:12]([N:15]2[C:23]3[C:18](=[C:19]([CH2:24][CH2:25][CH:26]([NH:28]C(=O)OC(C)(C)C)[CH3:27])[CH:20]=[CH:21][CH:22]=3)[CH:17]=[N:16]2)=[CH:11][CH:10]=1. Product: [F:1][C:2]([F:7])([F:6])[C:3]([OH:5])=[O:4].[F:8][C:9]1[CH:10]=[CH:11][C:12]([N:15]2[C:23]3[C:18](=[C:19]([CH2:24][CH2:25][CH:26]([NH2:28])[CH3:27])[CH:20]=[CH:21][CH:22]=3)[CH:17]=[N:16]2)=[CH:13][CH:14]=1. The catalyst class is: 4. (8) Reactant: [CH:1]([O:4][C:5]([N:7]1[CH:12]([CH2:13][CH3:14])[CH2:11][CH:10]([NH:15][C:16]2[N:20]=[CH:19][N:18]([CH3:21])[N:17]=2)[CH2:9][CH:8]1[CH2:22][CH3:23])=[O:6])([CH3:3])[CH3:2].[F:24][C:25]([F:40])([F:39])[C:26]1[CH:27]=[C:28]([CH:32]=[C:33]([C:35]([F:38])([F:37])[F:36])[CH:34]=1)[C:29](Cl)=[O:30].[NH4+].[Cl-]. Product: [CH:1]([O:4][C:5]([N:7]1[CH:8]([CH2:22][CH3:23])[CH2:9][CH:10]([N:15]([C:29](=[O:30])[C:28]2[CH:32]=[C:33]([C:35]([F:36])([F:37])[F:38])[CH:34]=[C:26]([C:25]([F:24])([F:39])[F:40])[CH:27]=2)[C:16]2[N:20]=[CH:19][N:18]([CH3:21])[N:17]=2)[CH2:11][CH:12]1[CH2:13][CH3:14])=[O:6])([CH3:3])[CH3:2]. The catalyst class is: 17. (9) Reactant: Br[C:2]1[CH:3]=[N:4][CH:5]=[C:6]2[C:11]=1[N:10]=[C:9]([C:12]([NH2:14])=[O:13])[CH:8]=[CH:7]2.[F:15][C:16]1[CH:21]=[CH:20][CH:19]=[CH:18][C:17]=1B(O)O.C(=O)([O-])[O-].[Cs+].[Cs+]. Product: [F:15][C:16]1[CH:21]=[CH:20][CH:19]=[CH:18][C:17]=1[C:2]1[CH:3]=[N:4][CH:5]=[C:6]2[C:11]=1[N:10]=[C:9]([C:12]([NH2:14])=[O:13])[CH:8]=[CH:7]2. The catalyst class is: 688.